Dataset: Full USPTO retrosynthesis dataset with 1.9M reactions from patents (1976-2016). Task: Predict the reactants needed to synthesize the given product. (1) Given the product [N:10]1[C:9]2[CH:8]=[CH:7][S:6][C:5]=2[C:3](=[O:2])[NH:13][CH:11]=1, predict the reactants needed to synthesize it. The reactants are: C[O:2][C:3]([C:5]1[S:6][CH:7]=[CH:8][C:9]=1[NH2:10])=S.[CH:11]([NH2:13])=O. (2) Given the product [C:1]([C:5]1[CH:6]=[CH:7][C:8]([N:11]2[CH2:16][CH2:15][N:14]([C:20](=[O:21])[CH2:19][CH2:18][Cl:17])[CH2:13][CH2:12]2)=[CH:9][CH:10]=1)([CH3:4])([CH3:2])[CH3:3], predict the reactants needed to synthesize it. The reactants are: [C:1]([C:5]1[CH:10]=[CH:9][C:8]([N:11]2[CH2:16][CH2:15][NH:14][CH2:13][CH2:12]2)=[CH:7][CH:6]=1)([CH3:4])([CH3:3])[CH3:2].[Cl:17][CH2:18][CH2:19][C:20](Cl)=[O:21]. (3) Given the product [F:50][CH:46]([F:51])[O:34][CH2:33][C:4]1[CH:5]=[CH:6][C:7]([N:8]2[CH2:13][CH2:12][N:11]([C:14]([C:16]3[CH:21]=[C:20]([S:22]([CH3:25])(=[O:24])=[O:23])[CH:19]=[CH:18][C:17]=3[C:26]3[CH:31]=[CH:30][C:29]([F:32])=[CH:28][CH:27]=3)=[O:15])[CH2:10][CH2:9]2)=[C:2]([F:1])[CH:3]=1, predict the reactants needed to synthesize it. The reactants are: [F:1][C:2]1[CH:3]=[C:4]([CH2:33][OH:34])[CH:5]=[CH:6][C:7]=1[N:8]1[CH2:13][CH2:12][N:11]([C:14]([C:16]2[CH:21]=[C:20]([S:22]([CH3:25])(=[O:24])=[O:23])[CH:19]=[CH:18][C:17]=2[C:26]2[CH:31]=[CH:30][C:29]([F:32])=[CH:28][CH:27]=2)=[O:15])[CH2:10][CH2:9]1.S([O-])([O-])(=O)=O.[Na+].[Na+].FS([C:46]([F:51])([F:50])C(O)=O)(=O)=O. (4) Given the product [Cl:34][C:30]1[C:31]([F:33])=[CH:32][C:10]2[N:9]=[C:8]([CH:1]([O:61][CH3:60])[C:35]3[CH:36]=[CH:37][CH:38]=[CH:39][CH:40]=3)[N:12]([CH:13]([CH2:49][CH:46]3[CH2:47][CH2:48][S:43][CH2:44][CH2:45]3)[C:14]([NH:16][CH:17]3[CH2:21][CH2:20][CH2:19][CH2:18]3)=[O:15])[C:11]=2[CH:29]=1, predict the reactants needed to synthesize it. The reactants are: [CH2:1]([C:8]1[N:12]([CH:13](C2CCCCC2)[C:14]([NH:16][CH:17]2C[CH2:21][CH2:20][CH2:19][CH2:18]2)=[O:15])[C:11]2[CH:29]=[C:30]([Cl:34])[C:31]([F:33])=[CH:32][C:10]=2[N:9]=1)C1C=CC=CC=1.[CH:35]1(C=O)[CH2:40][CH2:39][CH2:38][CH2:37][CH2:36]1.[S:43]1[CH2:48][CH2:47][CH:46]([CH2:49]C=O)[CH2:45][CH2:44]1.ClC1C=C(C[C:60](O)=[O:61])C=CC=1.COC(C(O)=O)C1C=CC=CC=1.C1([N+]#[C-])CCCCC1.C1([N+]#[C-])CCCC1. (5) The reactants are: [Br:1][C:2]1[CH:7]=[C:6]([NH:8]S(C)(=O)=O)[C:5](I)=[CH:4][N:3]=1.[C:14]([C:16]1[CH:17]=[N:18][N:19]([CH2:21][O:22][CH2:23][CH2:24][Si:25]([CH3:28])([CH3:27])[CH3:26])[CH:20]=1)#[CH:15].C(N(CC)CC)C.C1CCN2C(=NCCC2)CC1. Given the product [Br:1][C:2]1[N:3]=[CH:4][C:5]2[CH:15]=[C:14]([C:16]3[CH:17]=[N:18][N:19]([CH2:21][O:22][CH2:23][CH2:24][Si:25]([CH3:27])([CH3:26])[CH3:28])[CH:20]=3)[NH:8][C:6]=2[CH:7]=1, predict the reactants needed to synthesize it.